From a dataset of NCI-60 drug combinations with 297,098 pairs across 59 cell lines. Regression. Given two drug SMILES strings and cell line genomic features, predict the synergy score measuring deviation from expected non-interaction effect. (1) Drug 1: CC1=CC2C(CCC3(C2CCC3(C(=O)C)OC(=O)C)C)C4(C1=CC(=O)CC4)C. Drug 2: C(CCl)NC(=O)N(CCCl)N=O. Cell line: IGROV1. Synergy scores: CSS=5.23, Synergy_ZIP=-0.960, Synergy_Bliss=0.368, Synergy_Loewe=-6.55, Synergy_HSA=-1.15. (2) Drug 1: CC1=CC2C(CCC3(C2CCC3(C(=O)C)OC(=O)C)C)C4(C1=CC(=O)CC4)C. Drug 2: C#CCC(CC1=CN=C2C(=N1)C(=NC(=N2)N)N)C3=CC=C(C=C3)C(=O)NC(CCC(=O)O)C(=O)O. Cell line: SW-620. Synergy scores: CSS=1.06, Synergy_ZIP=1.44, Synergy_Bliss=0.0465, Synergy_Loewe=-97.8, Synergy_HSA=-2.55. (3) Drug 1: CC1=C2C(C(=O)C3(C(CC4C(C3C(C(C2(C)C)(CC1OC(=O)C(C(C5=CC=CC=C5)NC(=O)OC(C)(C)C)O)O)OC(=O)C6=CC=CC=C6)(CO4)OC(=O)C)O)C)O. Cell line: SNB-75. Drug 2: CC12CCC3C(C1CCC2OP(=O)(O)O)CCC4=C3C=CC(=C4)OC(=O)N(CCCl)CCCl.[Na+]. Synergy scores: CSS=14.9, Synergy_ZIP=-0.461, Synergy_Bliss=-4.91, Synergy_Loewe=-2.32, Synergy_HSA=-4.74. (4) Cell line: MDA-MB-435. Drug 1: C1=NC2=C(N=C(N=C2N1C3C(C(C(O3)CO)O)O)F)N. Drug 2: COC1=NC(=NC2=C1N=CN2C3C(C(C(O3)CO)O)O)N. Synergy scores: CSS=5.15, Synergy_ZIP=-1.74, Synergy_Bliss=-1.70, Synergy_Loewe=0.760, Synergy_HSA=-0.926. (5) Drug 1: CC1=CC2C(CCC3(C2CCC3(C(=O)C)OC(=O)C)C)C4(C1=CC(=O)CC4)C. Drug 2: C1=CC=C(C(=C1)C(C2=CC=C(C=C2)Cl)C(Cl)Cl)Cl. Cell line: SN12C. Synergy scores: CSS=6.22, Synergy_ZIP=-1.29, Synergy_Bliss=1.84, Synergy_Loewe=4.11, Synergy_HSA=2.70. (6) Drug 1: CC1=C2C(C(=O)C3(C(CC4C(C3C(C(C2(C)C)(CC1OC(=O)C(C(C5=CC=CC=C5)NC(=O)C6=CC=CC=C6)O)O)OC(=O)C7=CC=CC=C7)(CO4)OC(=O)C)O)C)OC(=O)C. Drug 2: CN(CC1=CN=C2C(=N1)C(=NC(=N2)N)N)C3=CC=C(C=C3)C(=O)NC(CCC(=O)O)C(=O)O. Cell line: BT-549. Synergy scores: CSS=3.02, Synergy_ZIP=-6.56, Synergy_Bliss=-1.21, Synergy_Loewe=-16.3, Synergy_HSA=-1.33.